This data is from Forward reaction prediction with 1.9M reactions from USPTO patents (1976-2016). The task is: Predict the product of the given reaction. (1) Given the reactants [N+:1]([C:4]1[CH:5]=[C:6]([O:18][C:19]([F:22])([F:21])[F:20])[CH:7]=[C:8]2[C:12]=1[NH:11][C:10]([C:13]([O:15][CH2:16][CH3:17])=[O:14])=[CH:9]2)([O-])=O, predict the reaction product. The product is: [NH2:1][C:4]1[CH:5]=[C:6]([O:18][C:19]([F:22])([F:20])[F:21])[CH:7]=[C:8]2[C:12]=1[NH:11][C:10]([C:13]([O:15][CH2:16][CH3:17])=[O:14])=[CH:9]2. (2) Given the reactants [C:1]1([C:7]2[CH:12]=[CH:11][CH:10]=[CH:9][N:8]=2)[CH:6]=[CH:5][CH:4]=[CH:3][CH:2]=1.Cl.[OH-].[Na+], predict the reaction product. The product is: [C:1]1([CH:7]2[CH2:12][CH2:11][CH2:10][CH2:9][NH:8]2)[CH:6]=[CH:5][CH:4]=[CH:3][CH:2]=1. (3) Given the reactants C([O:8][C:9](=[O:36])[CH2:10][N:11]([C:29]([O:31][C:32]([CH3:35])([CH3:34])[CH3:33])=[O:30])[CH2:12][C@H:13]([NH:18]C(OCC1C=CC=CC=1)=O)[C:14]([O:16][CH3:17])=[O:15])C1C=CC=CC=1, predict the reaction product. The product is: [NH2:18][C@H:13]([C:14]([O:16][CH3:17])=[O:15])[CH2:12][N:11]([C:29]([O:31][C:32]([CH3:35])([CH3:34])[CH3:33])=[O:30])[CH2:10][C:9]([OH:36])=[O:8]. (4) Given the reactants [Cl:1][C:2]1[C:7]([O:8][CH3:9])=[CH:6][C:5]([O:10][CH3:11])=[C:4]([Cl:12])[C:3]=1[C:13]1[C:26](=[O:27])[N:25]([CH2:28][CH2:29][O:30][CH:31]2[CH2:36][CH2:35][N:34]([C:37]([O:39]C(C)(C)C)=O)[CH2:33][CH2:32]2)[C:16]2[N:17]=[C:18](S(C)(=O)=O)[N:19]=[CH:20][C:15]=2[CH:14]=1.[CH:44]1([CH2:47][NH2:48])[CH2:46][CH2:45]1.[CH3:49][C:50](O)(C)C, predict the reaction product. The product is: [C:37]([N:34]1[CH2:33][CH2:32][CH:31]([O:30][CH2:29][CH2:28][N:25]2[C:16]3[N:17]=[C:18]([NH:48][CH2:47][CH:44]4[CH2:46][CH2:45]4)[N:19]=[CH:20][C:15]=3[CH:14]=[C:13]([C:3]3[C:2]([Cl:1])=[C:7]([O:8][CH3:9])[CH:6]=[C:5]([O:10][CH3:11])[C:4]=3[Cl:12])[C:26]2=[O:27])[CH2:36][CH2:35]1)(=[O:39])[CH:49]=[CH2:50]. (5) Given the reactants [CH3:1][C:2]1[O:6][C:5]([C:7]2[CH:12]=[CH:11][CH:10]=[CH:9][CH:8]=2)=[N:4][C:3]=1[CH2:13][O:14][C:15]1[CH:20]=[CH:19][C:18]([CH2:21][C:22]([O:24]C)=[O:23])=[CH:17][CH:16]=1.O.[OH-].[Li+].O1CCCC1.Cl, predict the reaction product. The product is: [CH3:1][C:2]1[O:6][C:5]([C:7]2[CH:8]=[CH:9][CH:10]=[CH:11][CH:12]=2)=[N:4][C:3]=1[CH2:13][O:14][C:15]1[CH:16]=[CH:17][C:18]([CH2:21][C:22]([OH:24])=[O:23])=[CH:19][CH:20]=1. (6) Given the reactants [CH3:1][S:2][CH2:3][C:4]1[CH:5]=[CH:6][CH:7]=[C:8]2[C:12]=1[NH:11][CH:10]=[CH:9]2.[Cl:13][C:14]1[CH:15]=[C:16]([CH:21]([C:23]2[CH:28]=[CH:27][C:26]([Cl:29])=[CH:25][CH:24]=2)O)[CH:17]=[CH:18][C:19]=1[F:20].FC1C=CC(C(C2C=CC(F)=CC=2)C2C3C(=C(CSC)C=CC=3)NC=2)=CC=1, predict the reaction product. The product is: [Cl:13][C:14]1[CH:15]=[C:16]([CH:21]([C:23]2[CH:28]=[CH:27][C:26]([Cl:29])=[CH:25][CH:24]=2)[C:9]2[C:8]3[C:12](=[C:4]([CH2:3][S:2][CH3:1])[CH:5]=[CH:6][CH:7]=3)[NH:11][CH:10]=2)[CH:17]=[CH:18][C:19]=1[F:20]. (7) Given the reactants [H-].[Na+].[OH:3][CH2:4][C:5]1[CH:10]=[CH:9][CH:8]=[CH:7][C:6]=1[C:11](=[N:16][O:17][CH3:18])[C:12]([NH:14][CH3:15])=[O:13].[F:19][C:20]1[CH:25]=[CH:24][CH:23]=[C:22](F)[N:21]=1.O, predict the reaction product. The product is: [F:19][C:20]1[N:21]=[C:22]([O:3][CH2:4][C:5]2[CH:10]=[CH:9][CH:8]=[CH:7][C:6]=2[C:11](=[N:16][O:17][CH3:18])[C:12]([NH:14][CH3:15])=[O:13])[CH:23]=[CH:24][CH:25]=1.